Task: Predict which catalyst facilitates the given reaction.. Dataset: Catalyst prediction with 721,799 reactions and 888 catalyst types from USPTO (1) Reactant: [Cl:1][C:2]1[CH:3]=[C:4]([C@@H:8]2[C@@H:13]([C:14]3[CH:19]=[CH:18][C:17]([Cl:20])=[CH:16][CH:15]=3)[N:12]([N:21]([CH2:24][CH3:25])[CH2:22][CH3:23])[C:11](=[O:26])[C@:10]([CH2:28][C:29]([O:31]C)=[O:30])([CH3:27])[CH2:9]2)[CH:5]=[CH:6][CH:7]=1.[OH-].[Li+]. Product: [Cl:1][C:2]1[CH:3]=[C:4]([C@@H:8]2[C@@H:13]([C:14]3[CH:19]=[CH:18][C:17]([Cl:20])=[CH:16][CH:15]=3)[N:12]([N:21]([CH2:22][CH3:23])[CH2:24][CH3:25])[C:11](=[O:26])[C@:10]([CH2:28][C:29]([OH:31])=[O:30])([CH3:27])[CH2:9]2)[CH:5]=[CH:6][CH:7]=1. The catalyst class is: 72. (2) Reactant: CS(O[CH2:6][CH2:7][O:8][CH2:9][CH2:10][O:11][CH2:12][CH2:13][O:14][CH2:15][CH2:16][O:17][CH2:18][CH2:19][O:20][C:21]12[CH2:30][CH:25]3[CH2:26][CH:27]([CH2:29][CH:23]([CH2:24]3)[CH2:22]1)[CH2:28]2)(=O)=O.[N-:31]=[N+:32]=[N-:33].[Na+]. Product: [C:21]12([O:20][CH2:19][CH2:18][O:17][CH2:16][CH2:15][O:14][CH2:13][CH2:12][O:11][CH2:10][CH2:9][O:8][CH2:7][CH2:6][N:31]=[N+:32]=[N-:33])[CH2:30][CH:25]3[CH2:26][CH:27]([CH2:29][CH:23]([CH2:24]3)[CH2:22]1)[CH2:28]2. The catalyst class is: 18. (3) Product: [CH3:39][O:38][CH2:37][CH2:36][CH2:35][N:27]1[C:28]2[C:33](=[C:32]([CH3:34])[CH:31]=[CH:30][CH:29]=2)[C:25]([CH2:24][NH:16][CH:13]2[CH2:14][CH2:15]2)=[CH:26]1. The catalyst class is: 98. Reactant: FC(F)(F)S(O[Si](C)(C)C)(=O)=O.[CH:13]1([N:16]([CH2:24][C:25]2[C:33]3[C:28](=[CH:29][CH:30]=[CH:31][C:32]=3[CH3:34])[N:27]([CH2:35][CH2:36][CH2:37][O:38][CH3:39])[CH:26]=2)C(=O)OC(C)(C)C)[CH2:15][CH2:14]1.N1C(C)=CC=CC=1C.C(=O)(O)[O-].[Na+].